From a dataset of Full USPTO retrosynthesis dataset with 1.9M reactions from patents (1976-2016). Predict the reactants needed to synthesize the given product. (1) Given the product [OH:1][C@H:2]([C@@:10]1([CH2:35][OH:36])[O:15][CH2:14][CH2:13][N:12]([C:16]2[CH:21]=[CH:20][CH:19]=[C:18]([C:22]([F:23])([F:25])[F:24])[N:17]=2)[C:11]1=[O:26])[C:3]([O:5][C:6]([CH3:8])([CH3:7])[CH3:9])=[O:4], predict the reactants needed to synthesize it. The reactants are: [OH:1][C@H:2]([C@H:10]1[O:15][CH2:14][CH2:13][N:12]([C:16]2[CH:21]=[CH:20][CH:19]=[C:18]([C:22]([F:25])([F:24])[F:23])[N:17]=2)[C:11]1=[O:26])[C:3]([O:5][C:6]([CH3:9])([CH3:8])[CH3:7])=[O:4].[Li+].CC([N-]C(C)C)C.[C:35]([O-])(O)=[O:36].[Na+]. (2) Given the product [OH:20][C@H:17]1[CH2:16][CH2:15][C@H:14]([NH:13][C:10]2[N:9]=[CH:8][C:7]3[C:12](=[C:3]([OH:2])[CH:4]=[CH:5][CH:6]=3)[N:11]=2)[CH2:19][CH2:18]1, predict the reactants needed to synthesize it. The reactants are: C[O:2][C:3]1[CH:4]=[CH:5][CH:6]=[C:7]2[C:12]=1[N:11]=[C:10]([NH:13][C@H:14]1[CH2:19][CH2:18][C@H:17]([OH:20])[CH2:16][CH2:15]1)[N:9]=[CH:8]2.C([S-])C.[Na+]. (3) The reactants are: [Cl:1]N1C(=O)CCC1=O.[CH3:9][C:10]1[CH:14]=[C:13]([NH:15][S:16]([C:19]2[CH:24]=[CH:23][C:22]([C:25]3[CH:30]=[CH:29][C:28]([CH3:31])=[CH:27][CH:26]=3)=[CH:21][CH:20]=2)(=[O:18])=[O:17])[O:12][N:11]=1. Given the product [Cl:1][C:14]1[C:10]([CH3:9])=[N:11][O:12][C:13]=1[NH:15][S:16]([C:19]1[CH:20]=[CH:21][C:22]([C:25]2[CH:30]=[CH:29][C:28]([CH3:31])=[CH:27][CH:26]=2)=[CH:23][CH:24]=1)(=[O:18])=[O:17], predict the reactants needed to synthesize it.